Predict the reaction yield, written as a fraction of the theoretical maximum amount of product (1.0 means a 100% yield; for example, 0.34 means a 34% yield). From a dataset of Reaction yield outcomes from USPTO patents with 853,638 reactions. (1) The reactants are [Cl:1][C:2]1[CH:7]=[CH:6][CH:5]=[CH:4][C:3]=1[C@H:8]([O:10][C:11]1[CH:15]=[C:14]([N:16]2[C:20]3[CH:21]=[C:22]([O:25][CH:26]4[CH2:31][CH2:30][NH:29][CH2:28][CH2:27]4)[CH:23]=[CH:24][C:19]=3[N:18]=[CH:17]2)[S:13][C:12]=1[C:32]([O:34][CH3:35])=[O:33])[CH3:9].[C:36](O)(=O)C.C(O[BH-](OC(=O)C)OC(=O)C)(=O)C.[Na+].C([O-])(O)=O.[Na+]. The catalyst is C(Cl)Cl.CO.O. The product is [Cl:1][C:2]1[CH:7]=[CH:6][CH:5]=[CH:4][C:3]=1[C@H:8]([O:10][C:11]1[CH:15]=[C:14]([N:16]2[C:20]3[CH:21]=[C:22]([O:25][CH:26]4[CH2:31][CH2:30][N:29]([CH3:36])[CH2:28][CH2:27]4)[CH:23]=[CH:24][C:19]=3[N:18]=[CH:17]2)[S:13][C:12]=1[C:32]([O:34][CH3:35])=[O:33])[CH3:9]. The yield is 0.800. (2) The yield is 0.850. The catalyst is N1C=CC=CC=1.C(Cl)Cl. The product is [F:34][C:33]([F:36])([F:35])[S:30]([O:14][C:12]1[N:11]=[CH:10][CH:9]=[C:8]2[C:13]=1[N:4]([C:1](=[O:3])[CH3:2])[CH:5]([CH2:27][CH2:28][CH3:29])[CH:6]([CH3:26])[CH:7]2[NH:15][C:16]([O:17][CH2:18][C:19]1[CH:20]=[CH:21][CH:22]=[CH:23][CH:24]=1)=[O:25])(=[O:32])=[O:31]. The reactants are [C:1]([N:4]1[C:13]2[C:12](=[O:14])[NH:11][CH:10]=[CH:9][C:8]=2[C@H:7]([NH:15][C:16](=[O:25])[O:17][CH2:18][C:19]2[CH:24]=[CH:23][CH:22]=[CH:21][CH:20]=2)[C@@H:6]([CH3:26])[C@@H:5]1[CH2:27][CH2:28][CH3:29])(=[O:3])[CH3:2].[S:30](O[S:30]([C:33]([F:36])([F:35])[F:34])(=[O:32])=[O:31])([C:33]([F:36])([F:35])[F:34])(=[O:32])=[O:31]. (3) The reactants are [CH2:1]([C:5]1[N:10]2[N:11]=[CH:12][N:13]=[C:9]2[N:8]([C@H:14]2[CH2:19][CH2:18][C@H:17]([O:20][CH:21]([CH3:25])[CH:22]([OH:24])[CH3:23])[CH2:16][CH2:15]2)[C:7](=[O:26])[C:6]=1[CH2:27][C:28]1[CH:33]=[CH:32][C:31]([C:34]2[C:35]([C:40]#[N:41])=[CH:36][CH:37]=[CH:38][CH:39]=2)=[CH:30][CH:29]=1)[CH2:2][CH2:3][CH3:4].[CH3:42]C(OI1(OC(C)=O)(OC(C)=O)OC(=O)C2C1=CC=CC=2)=O.C(=O)([O-])O.[Na+].S([O-])([O-])(=O)=S.[Na+].[Na+]. The catalyst is C(#N)C. The product is [CH2:1]([C:5]1[N:10]2[N:11]=[CH:12][N:13]=[C:9]2[N:8]([C@H:14]2[CH2:19][CH2:18][C@H:17]([O:20][CH:21]([CH3:25])[C:22]([OH:24])([CH3:42])[CH3:23])[CH2:16][CH2:15]2)[C:7](=[O:26])[C:6]=1[CH2:27][C:28]1[CH:33]=[CH:32][C:31]([C:34]2[C:35]([C:40]#[N:41])=[CH:36][CH:37]=[CH:38][CH:39]=2)=[CH:30][CH:29]=1)[CH2:2][CH2:3][CH3:4]. The yield is 0.470. (4) The reactants are [O:1]1[CH2:6][CH2:5][CH:4](OS(C2C=CC(C)=CC=2)(=O)=O)[CH2:3][CH2:2]1.[C:18]([O-:21])(=[S:20])[CH3:19].[K+]. The catalyst is CN(C=O)C.[Na+].[I-]. The product is [O:1]1[CH2:2][CH2:3][CH:4]([S:20][C:18](=[O:21])[CH3:19])[CH2:5][CH2:6]1. The yield is 0.810. (5) The reactants are NC1C=C(F)C=CC=1[C:4](O)=[O:5].[NH2:12][C:13]1[CH:18]=[C:17]([F:19])[CH:16]=[CH:15][C:14]=1[C:20]([C:22]1[CH:27]=[CH:26][CH:25]=[CH:24][C:23]=1[O:28][CH3:29])=[O:21].[NH2:30][C:31]1[S:32][CH:33]=[CH:34][N:35]=1. No catalyst specified. The product is [NH2:12][C:13]1[CH:18]=[C:17]([F:19])[CH:16]=[CH:15][C:14]=1[C:20]([C:22]1[CH:27]=[CH:26][CH:25]=[CH:24][C:23]=1[O:28][CH3:29])=[O:21].[F:19][C:17]1[CH:16]=[CH:15][C:14]([C:20](=[O:21])[C:22]2[CH:27]=[CH:26][CH:25]=[CH:24][C:23]=2[O:28][CH3:29])=[C:13]([NH:12][C:4]([NH:30][C:31]2[S:32][CH:33]=[CH:34][N:35]=2)=[O:5])[CH:18]=1. The yield is 0.320. (6) The reactants are [Br:1][C:2]1[CH:26]=[CH:25][C:5]([CH2:6][N:7]2[CH2:12][CH2:11][CH2:10][CH:9]([C:13]3[C:21]4[C:16](=[CH:17][CH:18]=[CH:19][CH:20]=4)[NH:15][C:14]=3[C:22]([OH:24])=O)[CH2:8]2)=[C:4]([F:27])[CH:3]=1.ON1C2C=CC=CC=2N=N1.C(N(C(C)C)CC)(C)C.[NH:47]1[CH2:52][CH2:51][O:50][CH2:49][CH2:48]1. The catalyst is CN(C)C=O. The product is [Br:1][C:2]1[CH:26]=[CH:25][C:5]([CH2:6][N:7]2[CH2:12][CH2:11][CH2:10][CH:9]([C:13]3[C:21]4[C:16](=[CH:17][CH:18]=[CH:19][CH:20]=4)[NH:15][C:14]=3[C:22]([N:47]3[CH2:52][CH2:51][O:50][CH2:49][CH2:48]3)=[O:24])[CH2:8]2)=[C:4]([F:27])[CH:3]=1. The yield is 0.910. (7) The reactants are [F:1][C:2]1[CH:3]=[CH:4][C:5]([N:13]2[CH2:18][CH2:17][N:16]([CH2:19][CH2:20][C:21]3[CH:22]=[C:23]([CH:25]=[CH:26][CH:27]=3)[NH2:24])[CH2:15][CH2:14]2)=[C:6]2[C:11]=1[N:10]=[C:9]([CH3:12])[CH:8]=[CH:7]2.[C:28](Cl)(=[O:30])[CH3:29]. No catalyst specified. The product is [F:1][C:2]1[CH:3]=[CH:4][C:5]([N:13]2[CH2:14][CH2:15][N:16]([CH2:19][CH2:20][C:21]3[CH:22]=[C:23]([NH:24][C:28](=[O:30])[CH3:29])[CH:25]=[CH:26][CH:27]=3)[CH2:17][CH2:18]2)=[C:6]2[C:11]=1[N:10]=[C:9]([CH3:12])[CH:8]=[CH:7]2. The yield is 0.260. (8) The reactants are [Br:1][C:2]1[CH:21]=[CH:20][C:5]2[C:6]3[N:7]=[C:8]([C:14]([NH:16][CH:17]([CH3:19])[CH3:18])=[NH:15])[S:9][C:10]=3[CH2:11][CH2:12][O:13][C:4]=2[CH:3]=1.Cl[CH2:23][CH:24]=O.C(=O)(O)[O-].[Na+]. The catalyst is C1COCC1. The product is [Br:1][C:2]1[CH:21]=[CH:20][C:5]2[C:6]3[N:7]=[C:8]([C:14]4[N:16]([CH:17]([CH3:19])[CH3:18])[CH:23]=[CH:24][N:15]=4)[S:9][C:10]=3[CH2:11][CH2:12][O:13][C:4]=2[CH:3]=1. The yield is 0.960.